Dataset: Catalyst prediction with 721,799 reactions and 888 catalyst types from USPTO. Task: Predict which catalyst facilitates the given reaction. (1) Reactant: [CH:1]1([CH2:7][CH2:8][CH2:9][C@@H:10]([C:15]2[O:19][N:18]=[C:17]([C:20]([NH:22][CH3:23])=[O:21])[N:16]=2)[CH2:11][C:12](O)=[O:13])[CH2:6][CH2:5][CH2:4][CH2:3][CH2:2]1.CN1CCOCC1.ClC(OCC(C)C)=O.C[Si](C)(C)[O:41][NH2:42].C(O)(=O)CC(CC(O)=O)(C(O)=O)O. Product: [CH:1]1([CH2:7][CH2:8][CH2:9][C@@H:10]([C:15]2[O:19][N:18]=[C:17]([C:20]([NH:22][CH3:23])=[O:21])[N:16]=2)[CH2:11][C:12]([NH:42][OH:41])=[O:13])[CH2:6][CH2:5][CH2:4][CH2:3][CH2:2]1. The catalyst class is: 30. (2) Reactant: [Cl:1][C:2]1[CH:11]=[CH:10][C:9]2[N:8]=[CH:7][C:6]3[N:12]=[C:13]([C:22]#[N:23])[N:14]([C:15]4[CH:20]=[CH:19][CH:18]=[CH:17][C:16]=4[Cl:21])[C:5]=3[C:4]=2[CH:3]=1.Cl.[NH2:25][OH:26].C(=O)([O-])[O-].[Na+].[Na+]. Product: [Cl:1][C:2]1[CH:11]=[CH:10][C:9]2[N:8]=[CH:7][C:6]3[N:12]=[C:13]([C:22]([NH:25][OH:26])=[NH:23])[N:14]([C:15]4[CH:20]=[CH:19][CH:18]=[CH:17][C:16]=4[Cl:21])[C:5]=3[C:4]=2[CH:3]=1. The catalyst class is: 18.